From a dataset of Reaction yield outcomes from USPTO patents with 853,638 reactions. Predict the reaction yield, written as a fraction of the theoretical maximum amount of product (1.0 means a 100% yield; for example, 0.34 means a 34% yield). The reactants are OS(O)(=O)=O.[O:6]1[CH2:11][CH2:10][CH:9]([CH:12]2[CH2:17][CH2:16][CH:15]([OH:18])[CH2:14][CH2:13]2)[CH2:8][CH2:7]1.C(OCC)C. The catalyst is O.CC(C)=O. The product is [O:6]1[CH2:11][CH2:10][CH:9]([CH:12]2[CH2:17][CH2:16][C:15](=[O:18])[CH2:14][CH2:13]2)[CH2:8][CH2:7]1. The yield is 0.850.